Dataset: Full USPTO retrosynthesis dataset with 1.9M reactions from patents (1976-2016). Task: Predict the reactants needed to synthesize the given product. Given the product [NH2:35][C:31]1([C:28]2[CH:29]=[CH:30][C:25]([C:17]3[O:16][C:14]4[N:15]=[C:10]([N:7]5[CH2:8][CH2:9][N:4]([C:1](=[O:3])[CH3:2])[CH2:5][CH2:6]5)[N:11]=[C:12]([O:43][CH3:44])[C:13]=4[C:18]=3[C:19]3[CH:20]=[CH:21][CH:22]=[CH:23][CH:24]=3)=[CH:26][CH:27]=2)[CH2:34][CH2:33][CH2:32]1, predict the reactants needed to synthesize it. The reactants are: [C:1]([N:4]1[CH2:9][CH2:8][N:7]([C:10]2[N:11]=[C:12]([O:43][CH3:44])[C:13]3[C:18]([C:19]4[CH:24]=[CH:23][CH:22]=[CH:21][CH:20]=4)=[C:17]([C:25]4[CH:30]=[CH:29][C:28]([C:31]5([NH:35]C(=O)OC(C)(C)C)[CH2:34][CH2:33][CH2:32]5)=[CH:27][CH:26]=4)[O:16][C:14]=3[N:15]=2)[CH2:6][CH2:5]1)(=[O:3])[CH3:2].C(O)(C(F)(F)F)=O.